From a dataset of Retrosynthesis with 50K atom-mapped reactions and 10 reaction types from USPTO. Predict the reactants needed to synthesize the given product. (1) Given the product Clc1ccc2c(c1)C1(CCNCC1)OC2, predict the reactants needed to synthesize it. The reactants are: Clc1ccc2c(c1)C1(CCN(Cc3ccccc3)CC1)OC2. (2) Given the product COc1cc(N2CCC(CCS(C)(=O)=O)CC2)c(C)cc1[N+](=O)[O-], predict the reactants needed to synthesize it. The reactants are: COc1cc(F)c(C)cc1[N+](=O)[O-].CS(=O)(=O)CCC1CCNCC1. (3) Given the product NC(=O)C(F)(F)F, predict the reactants needed to synthesize it. The reactants are: O=C1CC2(CCNCC2)c2ccccc21. (4) Given the product COc1ccc(CN2C[C@H]3C[C@@H](c4ccc(N(C)C)c5ccccc45)N4C(=O)N(CCN5CCOCC5)C(=O)C34C2)cc1[N+](=O)[O-], predict the reactants needed to synthesize it. The reactants are: CN(C)c1ccc([C@@H]2C[C@@H]3CNCC34C(=O)N(CCN3CCOCC3)C(=O)N24)c2ccccc12.COc1ccc(C=O)cc1[N+](=O)[O-]. (5) Given the product O=C(O)c1cccc(OCc2ccccc2)c1, predict the reactants needed to synthesize it. The reactants are: COC(=O)c1cccc(OCc2ccccc2)c1. (6) Given the product Nc1cc(-c2ccc(F)c(F)c2)ccc1C(=O)N[C@@H](CCC(=O)OCc1ccccc1)C(=O)OCc1ccccc1, predict the reactants needed to synthesize it. The reactants are: O=C(CC[C@H](NC(=O)c1ccc(-c2ccc(F)c(F)c2)cc1[N+](=O)[O-])C(=O)OCc1ccccc1)OCc1ccccc1. (7) Given the product N#CCNC(=O)[C@@H]1CC(S(=O)(=O)c2ccc(F)cc2Cl)C[C@H]1COc1ccc(F)cc1, predict the reactants needed to synthesize it. The reactants are: N#CCN.O=C(O)[C@@H]1CC(S(=O)(=O)c2ccc(F)cc2Cl)C[C@H]1COc1ccc(F)cc1.